From a dataset of Forward reaction prediction with 1.9M reactions from USPTO patents (1976-2016). Predict the product of the given reaction. (1) Given the reactants [Cl:1][C:2]1[N:6]([CH3:7])[N:5]=[C:4]([CH3:8])[C:3]=1[C:9]([OH:11])=O.CCN(C(C)C)C(C)C.[B-](F)(F)(F)F.CN(C(ON1C(=O)CCC1=O)=[N+](C)C)C.Cl.[NH2:42][CH:43]1[CH:50]2[CH2:51][CH:46]3[CH2:47][CH:48]([CH2:52][CH:44]1[CH2:45]3)[CH2:49]2, predict the reaction product. The product is: [CH:44]12[CH2:52][CH:48]3[CH2:47][CH:46]([CH2:51][CH:50]([CH2:49]3)[CH:43]1[NH:42][C:9]([C:3]1[C:4]([CH3:8])=[N:5][N:6]([CH3:7])[C:2]=1[Cl:1])=[O:11])[CH2:45]2. (2) Given the reactants Cl.C([O:5][C:6]1[CH:11]=[CH:10][C:9]([C:12](=[O:22])[NH:13][C:14]2[S:15][CH:16]=[C:17]([S:19]([CH3:21])=[O:20])[N:18]=2)=[CH:8][CH:7]=1)(=O)C, predict the reaction product. The product is: [OH:5][C:6]1[CH:11]=[CH:10][C:9]([C:12]([NH:13][C:14]2[S:15][CH:16]=[C:17]([S:19]([CH3:21])=[O:20])[N:18]=2)=[O:22])=[CH:8][CH:7]=1. (3) Given the reactants Br[C:2]1[C:3]([C:25]2[CH:30]=[CH:29][N:28]=[CH:27][CH:26]=2)=[C:4]([C:17]2[CH:22]=[CH:21][CH:20]=[C:19]([C:23]#[N:24])[CH:18]=2)[N:5]([Si](C(C)C)(C(C)C)C(C)C)[CH:6]=1.[C:31]1([C@H:37]2[CH2:45][N:44]3[C@H:39]([CH2:40][C:41](=O)[CH2:42][CH2:43]3)[CH2:38]2)[CH:36]=[CH:35][CH:34]=[CH:33][CH:32]=1.C(N)(C)C, predict the reaction product. The product is: [C:23]([C:19]1[CH:18]=[C:17]([C:4]2[NH:5][CH:6]=[C:2]([C:41]3[CH2:42][CH2:43][N:44]4[C@H:39]([CH:40]=3)[CH2:38][C@@H:37]([C:31]3[CH:32]=[CH:33][CH:34]=[CH:35][CH:36]=3)[CH2:45]4)[C:3]=2[C:25]2[CH:30]=[CH:29][N:28]=[CH:27][CH:26]=2)[CH:22]=[CH:21][CH:20]=1)#[N:24]. (4) Given the reactants C[C@@H](N1CCCC1)/C=C\C.[Br-].[Li+].[C:13]([O:19][CH2:20][CH3:21])(=[O:18])C#CCC.[CH3:22][CH2:23][N:24]([CH2:27][CH3:28])[CH2:25][CH3:26].[C:29]1([CH3:35])[CH:34]=[CH:33][CH:32]=[CH:31][CH:30]=1, predict the reaction product. The product is: [CH2:20]([O:19][C:13](=[O:18])/[CH:22]=[C:23](/[N:24]1[CH2:27][CH2:28][CH2:26][CH2:25]1)\[C@H:34]([CH3:33])[C@H:29]([CH3:35])/[CH:30]=[CH:31]/[CH3:32])[CH3:21]. (5) Given the reactants C(N(CC)CC)C.[CH:8]([C:10]1[C:18]2[C:13](=[CH:14][CH:15]=[CH:16][CH:17]=2)[N:12](C(OC(C)(C)C)=O)[CH:11]=1)=[O:9].[CH:26]([O:29][C:30]1[N:35]=[CH:34][C:33]([CH:36]=[N:37][C:38]2[CH:43]=[CH:42][CH:41]=[C:40]([O:44][CH3:45])[CH:39]=2)=[CH:32][CH:31]=1)([CH3:28])[CH3:27], predict the reaction product. The product is: [NH:12]1[C:13]2[C:18](=[CH:17][CH:16]=[CH:15][CH:14]=2)[C:10]([C:8](=[O:9])[CH:36]([C:33]2[CH:34]=[N:35][C:30]([O:29][CH:26]([CH3:28])[CH3:27])=[CH:31][CH:32]=2)[NH:37][C:38]2[CH:43]=[CH:42][CH:41]=[C:40]([O:44][CH3:45])[CH:39]=2)=[CH:11]1.